From a dataset of Catalyst prediction with 721,799 reactions and 888 catalyst types from USPTO. Predict which catalyst facilitates the given reaction. (1) Reactant: [Mg].II.Br[C:5]1[CH:10]=[CH:9][CH:8]=[CH:7][C:6]=1[O:11][CH3:12].[Cl:13][C:14]1[CH:15]=[C:16]2[C:20](=[CH:21][CH:22]=1)[NH:19][C:18](=[O:23])[C:17]2=[O:24].[NH4+].[Cl-]. Product: [Cl:13][C:14]1[CH:15]=[C:16]2[C:20](=[CH:21][CH:22]=1)[NH:19][C:18](=[O:23])[C:17]2([OH:24])[C:5]1[CH:10]=[CH:9][CH:8]=[CH:7][C:6]=1[O:11][CH3:12]. The catalyst class is: 316. (2) Reactant: [CH2:1]([N:8]([CH3:12])[CH2:9][CH2:10]O)[C:2]1[CH:7]=[CH:6][CH:5]=[CH:4][CH:3]=1.S(Cl)([Cl:15])=O. Product: [ClH:15].[CH2:1]([N:8]([CH2:9][CH2:10][Cl:15])[CH3:12])[C:2]1[CH:7]=[CH:6][CH:5]=[CH:4][CH:3]=1. The catalyst class is: 33. (3) Reactant: [OH:1][C@H:2]1[CH2:7][CH2:6][C@H:5]([CH:8]([CH2:14][CH3:15])[C:9]([O:11][CH2:12][CH3:13])=[O:10])[CH2:4][CH2:3]1.[N:16]1[CH:21]=[CH:20][C:19](O)=[CH:18][CH:17]=1.C1(P(C2C=CC=CC=2)C2C=CC=CC=2)C=CC=CC=1.N(C(OC(C)C)=O)=NC(OC(C)C)=O. Product: [N:16]1[CH:21]=[CH:20][C:19]([O:1][C@@H:2]2[CH2:3][CH2:4][C@H:5]([CH:8]([CH2:14][CH3:15])[C:9]([O:11][CH2:12][CH3:13])=[O:10])[CH2:6][CH2:7]2)=[CH:18][CH:17]=1. The catalyst class is: 1. (4) Reactant: [C:1]([O:5][C:6](=[O:34])[N:7]([C:16]1[S:17][C@:18]2([CH2:32][OH:33])[C@H:20]([C@:21]([C:24]3[CH:29]=[C:28]([Br:30])[CH:27]=[CH:26][C:25]=3[F:31])([CH3:23])[N:22]=1)[CH2:19]2)[CH2:8][O:9][CH2:10][CH2:11][Si:12]([CH3:15])([CH3:14])[CH3:13])([CH3:4])([CH3:3])[CH3:2].C(N(C(C)C)CC)(C)C.S(=O)(=O)=O.N1C=CC=CC=1. Product: [C:1]([O:5][C:6](=[O:34])[N:7]([C:16]1[S:17][C@:18]2([CH:32]=[O:33])[C@H:20]([C@:21]([C:24]3[CH:29]=[C:28]([Br:30])[CH:27]=[CH:26][C:25]=3[F:31])([CH3:23])[N:22]=1)[CH2:19]2)[CH2:8][O:9][CH2:10][CH2:11][Si:12]([CH3:15])([CH3:14])[CH3:13])([CH3:3])([CH3:2])[CH3:4]. The catalyst class is: 583. (5) Reactant: FC(F)(F)C(O)=O.[CH2:8]([O:15][C:16]([NH:18][CH2:19][CH2:20][CH2:21][C@@H:22]([NH:67]C(OC(C)(C)C)=O)[C:23]([O:25][C@H:26]1[C@@H:30]([OH:31])[C@H:29]([N:32]2[CH:40]=[N:39][C:38]3[C:33]2=[N:34][CH:35]=[N:36][C:37]=3[NH2:41])[O:28][C@H:27]1[CH2:42][O:43][P:44]([O:47][C@H:48]1[CH2:52][C@H:51]([N:53]2[CH:58]=[CH:57][C:56]([NH2:59])=[N:55][C:54]2=[O:60])[O:50][C@@H:49]1[CH2:61][O:62][P:63]([OH:66])([OH:65])=[O:64])([OH:46])=[O:45])=[O:24])=[O:17])[C:9]1[CH:14]=[CH:13][CH:12]=[CH:11][CH:10]=1. Product: [NH2:67][C@H:22]([CH2:21][CH2:20][CH2:19][NH:18][C:16]([O:15][CH2:8][C:9]1[CH:10]=[CH:11][CH:12]=[CH:13][CH:14]=1)=[O:17])[C:23]([O:25][C@H:26]1[C@@H:30]([OH:31])[C@H:29]([N:32]2[CH:40]=[N:39][C:38]3[C:33]2=[N:34][CH:35]=[N:36][C:37]=3[NH2:41])[O:28][C@H:27]1[CH2:42][O:43][P:44]([O:47][C@H:48]1[CH2:52][C@H:51]([N:53]2[CH:58]=[CH:57][C:56]([NH2:59])=[N:55][C:54]2=[O:60])[O:50][C@@H:49]1[CH2:61][O:62][P:63]([OH:66])([OH:65])=[O:64])([OH:46])=[O:45])=[O:24]. The catalyst class is: 4. (6) Reactant: COC1C=CC(C(C2C=CC(OC)=CC=2)(C2C=CC=CC=2)OCCCC(C)(OC([NH:19][C@@H:20]([CH2:25][C:26]2[CH:31]=[CH:30][CH:29]=[CH:28][CH:27]=2)[C:21]([O:23]C)=[O:22])=O)C)=CC=1.O1CCCC1.[OH-].[Na+].Cl. Product: [NH2:19][C@H:20]([C:21]([OH:23])=[O:22])[CH2:25][C:26]1[CH:31]=[CH:30][CH:29]=[CH:28][CH:27]=1. The catalyst class is: 5. (7) Reactant: [CH2:1]([C@:8]([OH:17])([C:12]([O:14][CH2:15][CH3:16])=[O:13])[C:9](O)=[O:10])[C:2]1[CH:7]=[CH:6][CH:5]=[CH:4][CH:3]=1.C[N:19](C(ON1N=NC2C=CC=NC1=2)=[N+](C)C)C.F[P-](F)(F)(F)(F)F.CCN(C(C)C)C(C)C.N. Product: [NH2:19][C:9](=[O:10])[C@@:8]([CH2:1][C:2]1[CH:7]=[CH:6][CH:5]=[CH:4][CH:3]=1)([OH:17])[C:12]([O:14][CH2:15][CH3:16])=[O:13]. The catalyst class is: 3.